Dataset: Forward reaction prediction with 1.9M reactions from USPTO patents (1976-2016). Task: Predict the product of the given reaction. (1) Given the reactants [CH3:1][N:2]([CH3:23])[C:3]([CH:5]1[CH2:10][CH2:9][N:8]([S:11]([C:14]2[CH:19]=[CH:18][C:17]([N+:20]([O-])=O)=[CH:16][CH:15]=2)(=[O:13])=[O:12])[CH2:7][CH2:6]1)=[O:4].C(O)C.[Cl-].[NH4+], predict the reaction product. The product is: [CH3:1][N:2]([CH3:23])[C:3]([CH:5]1[CH2:6][CH2:7][N:8]([S:11]([C:14]2[CH:15]=[CH:16][C:17]([NH2:20])=[CH:18][CH:19]=2)(=[O:13])=[O:12])[CH2:9][CH2:10]1)=[O:4]. (2) Given the reactants [OH:1][C:2]1[CH:7]=[CH:6][CH:5]=[CH:4][C:3]=1[CH2:8][CH2:9][C:10]([OH:12])=[O:11].[C:13]1(Br)[CH:18]=[CH:17][CH:16]=[CH:15][CH:14]=1.C([O-])([O-])=O.[K+].[K+], predict the reaction product. The product is: [C:13]1([O:1][C:2]2[CH:7]=[CH:6][CH:5]=[CH:4][C:3]=2[CH2:8][CH2:9][C:10]([O:12][C:2]2[CH:7]=[CH:6][CH:5]=[CH:4][CH:3]=2)=[O:11])[CH:18]=[CH:17][CH:16]=[CH:15][CH:14]=1. (3) The product is: [Cl:8][C:6]1[N:5]=[C:4]([C:9]2[CH:14]=[CH:13][CH:12]=[CH:11][CH:10]=2)[N:3]=[C:2]([NH:22][C:21]2[CH:23]=[CH:24][C:18]([O:17][C:16]([F:15])([F:25])[F:26])=[CH:19][CH:20]=2)[CH:7]=1. Given the reactants Cl[C:2]1[CH:7]=[C:6]([Cl:8])[N:5]=[C:4]([C:9]2[CH:14]=[CH:13][CH:12]=[CH:11][CH:10]=2)[N:3]=1.[F:15][C:16]([F:26])([F:25])[O:17][C:18]1[CH:24]=[CH:23][C:21]([NH2:22])=[CH:20][CH:19]=1.C(N(CC)CC)C, predict the reaction product.